Dataset: NCI-60 drug combinations with 297,098 pairs across 59 cell lines. Task: Regression. Given two drug SMILES strings and cell line genomic features, predict the synergy score measuring deviation from expected non-interaction effect. (1) Drug 1: CC1=C(C=C(C=C1)C(=O)NC2=CC(=CC(=C2)C(F)(F)F)N3C=C(N=C3)C)NC4=NC=CC(=N4)C5=CN=CC=C5. Drug 2: CC1=C2C(C(=O)C3(C(CC4C(C3C(C(C2(C)C)(CC1OC(=O)C(C(C5=CC=CC=C5)NC(=O)C6=CC=CC=C6)O)O)OC(=O)C7=CC=CC=C7)(CO4)OC(=O)C)O)C)OC(=O)C. Cell line: M14. Synergy scores: CSS=12.7, Synergy_ZIP=6.14, Synergy_Bliss=5.87, Synergy_Loewe=-20.0, Synergy_HSA=-10.4. (2) Drug 1: C1=CC(=CC=C1C#N)C(C2=CC=C(C=C2)C#N)N3C=NC=N3. Drug 2: COC1=C2C(=CC3=C1OC=C3)C=CC(=O)O2. Cell line: UACC62. Synergy scores: CSS=-0.0785, Synergy_ZIP=0.976, Synergy_Bliss=-1.24, Synergy_Loewe=-0.120, Synergy_HSA=-2.67. (3) Drug 1: CS(=O)(=O)C1=CC(=C(C=C1)C(=O)NC2=CC(=C(C=C2)Cl)C3=CC=CC=N3)Cl. Drug 2: C1=C(C(=O)NC(=O)N1)F. Cell line: MDA-MB-435. Synergy scores: CSS=28.7, Synergy_ZIP=7.33, Synergy_Bliss=5.99, Synergy_Loewe=-5.92, Synergy_HSA=0.789. (4) Drug 1: CCCCC(=O)OCC(=O)C1(CC(C2=C(C1)C(=C3C(=C2O)C(=O)C4=C(C3=O)C=CC=C4OC)O)OC5CC(C(C(O5)C)O)NC(=O)C(F)(F)F)O. Drug 2: CN1C2=C(C=C(C=C2)N(CCCl)CCCl)N=C1CCCC(=O)O.Cl. Cell line: MCF7. Synergy scores: CSS=0.635, Synergy_ZIP=1.77, Synergy_Bliss=1.27, Synergy_Loewe=-0.616, Synergy_HSA=-0.0955.